From a dataset of Retrosynthesis with 50K atom-mapped reactions and 10 reaction types from USPTO. Predict the reactants needed to synthesize the given product. Given the product c1ccc2cc(OCCNC3CCCCC3)ccc2c1, predict the reactants needed to synthesize it. The reactants are: ClCCOc1ccc2ccccc2c1.NC1CCCCC1.